This data is from Merck oncology drug combination screen with 23,052 pairs across 39 cell lines. The task is: Regression. Given two drug SMILES strings and cell line genomic features, predict the synergy score measuring deviation from expected non-interaction effect. (1) Drug 1: COC12C(COC(N)=O)C3=C(C(=O)C(C)=C(N)C3=O)N1CC1NC12. Drug 2: CCN(CC)CCNC(=O)c1c(C)[nH]c(C=C2C(=O)Nc3ccc(F)cc32)c1C. Cell line: MDAMB436. Synergy scores: synergy=1.30. (2) Cell line: OV90. Drug 2: C#Cc1cccc(Nc2ncnc3cc(OCCOC)c(OCCOC)cc23)c1. Synergy scores: synergy=-90.5. Drug 1: COC12C(COC(N)=O)C3=C(C(=O)C(C)=C(N)C3=O)N1CC1NC12. (3) Drug 1: C=CCn1c(=O)c2cnc(Nc3ccc(N4CCN(C)CC4)cc3)nc2n1-c1cccc(C(C)(C)O)n1. Drug 2: NC1CCCCC1N.O=C(O)C(=O)O.[Pt+2]. Cell line: UWB1289BRCA1. Synergy scores: synergy=-2.04. (4) Synergy scores: synergy=18.2. Drug 2: CCC1(O)C(=O)OCc2c1cc1n(c2=O)Cc2cc3c(CN(C)C)c(O)ccc3nc2-1. Cell line: RPMI7951. Drug 1: C#Cc1cccc(Nc2ncnc3cc(OCCOC)c(OCCOC)cc23)c1. (5) Drug 1: CN1C(=O)C=CC2(C)C3CCC4(C)C(NC(=O)OCC(F)(F)F)CCC4C3CCC12. Drug 2: Cn1c(=O)n(-c2ccc(C(C)(C)C#N)cc2)c2c3cc(-c4cnc5ccccc5c4)ccc3ncc21. Cell line: A2058. Synergy scores: synergy=12.1. (6) Drug 1: COc1cccc2c1C(=O)c1c(O)c3c(c(O)c1C2=O)CC(O)(C(=O)CO)CC3OC1CC(N)C(O)C(C)O1. Drug 2: NC1(c2ccc(-c3nc4ccn5c(=O)[nH]nc5c4cc3-c3ccccc3)cc2)CCC1. Cell line: RPMI7951. Synergy scores: synergy=-2.16. (7) Drug 1: CN(C)C(=N)N=C(N)N. Drug 2: Cn1c(=O)n(-c2ccc(C(C)(C)C#N)cc2)c2c3cc(-c4cnc5ccccc5c4)ccc3ncc21. Cell line: SKMES1. Synergy scores: synergy=21.6.